This data is from Reaction yield outcomes from USPTO patents with 853,638 reactions. The task is: Predict the reaction yield, written as a fraction of the theoretical maximum amount of product (1.0 means a 100% yield; for example, 0.34 means a 34% yield). (1) The reactants are N[C:2]1[CH:7]=[CH:6][CH:5]=[CH:4][C:3]=1[S:8]([NH:11][C:12]1[CH:21]=[CH:20][CH:19]=[C:18]2[C:13]=1[N:14]=[CH:15][CH:16]=[N:17]2)(=[O:10])=[O:9].N(OC(C)(C)C)=O.CC(O)=O. The catalyst is C1COCC1. The product is [N:17]1[C:18]2[C:13](=[C:12]3[C:21](=[CH:20][CH:19]=2)[C:4]2[C:3](=[CH:2][CH:7]=[CH:6][CH:5]=2)[S:8](=[O:10])(=[O:9])[NH:11]3)[N:14]=[CH:15][CH:16]=1. The yield is 0.160. (2) The reactants are Br[C:2]1[CH:3]=[C:4]2[C:8](=[CH:9][CH:10]=1)[NH:7][C:6]([C:11]1[CH:16]=[CH:15][C:14]([Cl:17])=[CH:13][CH:12]=1)=[CH:5]2.[C:18]1(B(O)O)[CH:23]=[CH:22][CH:21]=[CH:20][CH:19]=1.O. The catalyst is O1CCOCC1.O.C1C=CC([P]([Pd]([P](C2C=CC=CC=2)(C2C=CC=CC=2)C2C=CC=CC=2)([P](C2C=CC=CC=2)(C2C=CC=CC=2)C2C=CC=CC=2)[P](C2C=CC=CC=2)(C2C=CC=CC=2)C2C=CC=CC=2)(C2C=CC=CC=2)C2C=CC=CC=2)=CC=1. The product is [Cl:17][C:14]1[CH:15]=[CH:16][C:11]([C:6]2[NH:7][C:8]3[C:4]([CH:5]=2)=[CH:3][C:2]([C:18]2[CH:23]=[CH:22][CH:21]=[CH:20][CH:19]=2)=[CH:10][CH:9]=3)=[CH:12][CH:13]=1. The yield is 0.110.